Dataset: Forward reaction prediction with 1.9M reactions from USPTO patents (1976-2016). Task: Predict the product of the given reaction. (1) Given the reactants [CH3:1][O:2][C:3]([C:5]1[CH:9]=[C:8]([O:10][CH3:11])[N:7]([C:12]2[CH:17]=[CH:16][CH:15]=[CH:14][C:13]=2[F:18])[N:6]=1)=[O:4].[F:19][B-](F)(F)F.F[B-](F)(F)F.Cl[N+]12CC[N+](F)(CC1)CC2C.C(OCC)C.Cl, predict the reaction product. The product is: [CH3:1][O:2][C:3]([C:5]1[C:9]([F:19])=[C:8]([O:10][CH3:11])[N:7]([C:12]2[CH:17]=[CH:16][CH:15]=[CH:14][C:13]=2[F:18])[N:6]=1)=[O:4]. (2) Given the reactants C[Si]([N:5]=[N+:6]=[N-:7])(C)C.C([Sn](=O)CCCC)CCC.C1(C)C=CC=CC=1.[Cl:25][C:26]1[CH:31]=[CH:30][C:29]([NH:32][C:33](=[O:50])[C:34]2[CH:39]=[CH:38][CH:37]=[C:36]([C:40]3[CH:41]=[CH:42][CH:43]=[C:44]4[C:49]=3[N:48]=[CH:47][CH:46]=[CH:45]4)[CH:35]=2)=[C:28]([C:51]#[N:52])[CH:27]=1, predict the reaction product. The product is: [Cl:25][C:26]1[CH:31]=[CH:30][C:29]([NH:32][C:33](=[O:50])[C:34]2[CH:39]=[CH:38][CH:37]=[C:36]([C:40]3[CH:41]=[CH:42][CH:43]=[C:44]4[C:49]=3[N:48]=[CH:47][CH:46]=[CH:45]4)[CH:35]=2)=[C:28]([C:51]2[NH:52][N:7]=[N:6][N:5]=2)[CH:27]=1. (3) Given the reactants [H-].[Na+].[C:3]([N:6]1[CH2:11][CH2:10][N:9]([C:12]2[CH:17]=[CH:16][C:15]([OH:18])=[CH:14][CH:13]=2)[CH2:8][CH2:7]1)(=[O:5])[CH3:4].Br[CH:20]1[CH2:25][CH2:24][CH2:23][CH2:22][CH2:21]1.O, predict the reaction product. The product is: [C:3]([N:6]1[CH2:7][CH2:8][N:9]([C:12]2[CH:17]=[CH:16][C:15]([O:18][CH:20]3[CH2:25][CH2:24][CH2:23][CH2:22][CH2:21]3)=[CH:14][CH:13]=2)[CH2:10][CH2:11]1)(=[O:5])[CH3:4]. (4) Given the reactants [C:1]([NH:4][C:5]1[CH:10]=[C:9]([C:11]2[O:12][C:13]([C:17]([NH2:19])=O)=[C:14]([I:16])[N:15]=2)[C:8]([CH3:20])=[CH:7][N:6]=1)(=[O:3])[CH3:2].C[N:22]([CH:24](OC)OC)C.O.[NH2:30]N, predict the reaction product. The product is: [I:16][C:14]1[N:15]=[C:11]([C:9]2[C:8]([CH3:20])=[CH:7][N:6]=[C:5]([NH:4][C:1](=[O:3])[CH3:2])[CH:10]=2)[O:12][C:13]=1[C:17]1[N:22]=[CH:24][NH:30][N:19]=1. (5) Given the reactants [Cl:1][C:2]1[CH:3]=[C:4]([OH:8])[CH:5]=[CH:6][CH:7]=1.[OH-].[K+].F[C:12]1[CH:17]=[CH:16][C:15]([N+:18]([O-:20])=[O:19])=[C:14]([CH3:21])[CH:13]=1.[OH-].[Na+], predict the reaction product. The product is: [Cl:1][C:2]1[CH:3]=[C:4]([CH:5]=[CH:6][CH:7]=1)[O:8][C:12]1[CH:17]=[CH:16][C:15]([N+:18]([O-:20])=[O:19])=[C:14]([CH3:21])[CH:13]=1. (6) Given the reactants [Cl:1][C:2]1[N:10]=[C:9]2[C:5]([N:6]=[CH:7][N:8]2[CH3:11])=[C:4]([N:12]2[CH2:17][CH2:16][O:15][CH2:14][CH2:13]2)[N:3]=1.CN(CCN(C)C)C.[Li]CCCC.[C:31]([O:35][C:36]([N:38]1[CH2:43][CH2:42][C:41](=[O:44])[CH2:40][CH2:39]1)=[O:37])([CH3:34])([CH3:33])[CH3:32], predict the reaction product. The product is: [C:31]([O:35][C:36]([N:38]1[CH2:43][CH2:42][C:41]([C:7]2[N:8]([CH3:11])[C:9]3[C:5]([N:6]=2)=[C:4]([N:12]2[CH2:17][CH2:16][O:15][CH2:14][CH2:13]2)[N:3]=[C:2]([Cl:1])[N:10]=3)([OH:44])[CH2:40][CH2:39]1)=[O:37])([CH3:34])([CH3:32])[CH3:33].